This data is from Catalyst prediction with 721,799 reactions and 888 catalyst types from USPTO. The task is: Predict which catalyst facilitates the given reaction. (1) Reactant: Cl[C:2]1[N:7]=[CH:6][N:5]=[C:4]([NH2:8])[C:3]=1[C:9]1[O:13][N:12]=[C:11]([CH3:14])[N:10]=1.[NH2:15][C@H:16]([C:19]1[N:28]([C:29]2[CH:34]=[CH:33][CH:32]=[CH:31][C:30]=2[F:35])[C:27](=[O:36])[C:26]2[C:21](=[CH:22][CH:23]=[CH:24][CH:25]=2)[N:20]=1)[CH2:17][CH3:18].CCN(C(C)C)C(C)C.CCOC(C)=O. Product: [NH2:8][C:4]1[N:5]=[CH:6][N:7]=[C:2]([NH:15][C@H:16]([C:19]2[N:28]([C:29]3[CH:34]=[CH:33][CH:32]=[CH:31][C:30]=3[F:35])[C:27](=[O:36])[C:26]3[C:21](=[CH:22][CH:23]=[CH:24][CH:25]=3)[N:20]=2)[CH2:17][CH3:18])[C:3]=1[C:9]1[O:13][N:12]=[C:11]([CH3:14])[N:10]=1. The catalyst class is: 114. (2) Reactant: C([C@@H]([C@H](C(O)=O)O)O)(O)=O.[CH2:11]([O:18][C:19](=[O:36])[C:20]([CH3:35])([O:22][C:23]1[CH:28]=[CH:27][CH:26]=[C:25]([C@@H:29]2[CH2:34][CH2:33][CH2:32][NH:31][CH2:30]2)[CH:24]=1)[CH3:21])[C:12]1[CH:17]=[CH:16][CH:15]=[CH:14][CH:13]=1.C(=O)(O)[O-].[Na+].Cl[C:43]([O:45][CH3:46])=[O:44].Cl. Product: [CH3:46][O:45][C:43]([N:31]1[CH2:32][CH2:33][CH2:34][C@@H:29]([C:25]2[CH:26]=[CH:27][CH:28]=[C:23]([O:22][C:20]([C:19]([O:18][CH2:11][C:12]3[CH:17]=[CH:16][CH:15]=[CH:14][CH:13]=3)=[O:36])([CH3:21])[CH3:35])[CH:24]=2)[CH2:30]1)=[O:44]. The catalyst class is: 34. (3) Reactant: Br[C:2]1[C:3]([CH3:9])=[C:4]([OH:8])[CH:5]=[CH:6][CH:7]=1.[Cu][C:11]#[N:12].O. Product: [OH:8][C:4]1[C:3]([CH3:9])=[C:2]([CH:7]=[CH:6][CH:5]=1)[C:11]#[N:12]. The catalyst class is: 128. (4) Reactant: [CH2:1]([NH2:3])[CH3:2].[Br:4][C:5]1[CH:6]=[N:7][CH:8]=[C:9]([C:12]=1[CH3:13])[CH:10]=O.C([BH3-])#N.[Na+].Cl. Product: [Br:4][C:5]1[C:12]([CH3:13])=[C:9]([CH2:10][NH:3][CH2:1][CH3:2])[CH:8]=[N:7][CH:6]=1. The catalyst class is: 466.